This data is from NCI-60 drug combinations with 297,098 pairs across 59 cell lines. The task is: Regression. Given two drug SMILES strings and cell line genomic features, predict the synergy score measuring deviation from expected non-interaction effect. (1) Drug 1: COC1=C(C=C2C(=C1)N=CN=C2NC3=CC(=C(C=C3)F)Cl)OCCCN4CCOCC4. Drug 2: C1=CC(=CC=C1C#N)C(C2=CC=C(C=C2)C#N)N3C=NC=N3. Cell line: IGROV1. Synergy scores: CSS=40.6, Synergy_ZIP=-1.76, Synergy_Bliss=-3.44, Synergy_Loewe=-13.3, Synergy_HSA=-1.91. (2) Drug 1: C1=NC2=C(N1)C(=S)N=C(N2)N. Drug 2: C1CC(=O)NC(=O)C1N2C(=O)C3=CC=CC=C3C2=O. Cell line: DU-145. Synergy scores: CSS=31.6, Synergy_ZIP=0.251, Synergy_Bliss=-0.920, Synergy_Loewe=-16.6, Synergy_HSA=-1.03. (3) Drug 1: CCC1(CC2CC(C3=C(CCN(C2)C1)C4=CC=CC=C4N3)(C5=C(C=C6C(=C5)C78CCN9C7C(C=CC9)(C(C(C8N6C=O)(C(=O)OC)O)OC(=O)C)CC)OC)C(=O)OC)O.OS(=O)(=O)O. Drug 2: CC(C)(C#N)C1=CC(=CC(=C1)CN2C=NC=N2)C(C)(C)C#N. Cell line: OVCAR3. Synergy scores: CSS=43.4, Synergy_ZIP=1.21, Synergy_Bliss=3.15, Synergy_Loewe=-14.5, Synergy_HSA=3.67. (4) Drug 1: CC1=C2C(C(=O)C3(C(CC4C(C3C(C(C2(C)C)(CC1OC(=O)C(C(C5=CC=CC=C5)NC(=O)C6=CC=CC=C6)O)O)OC(=O)C7=CC=CC=C7)(CO4)OC(=O)C)O)C)OC(=O)C. Drug 2: C1CN(P(=O)(OC1)NCCCl)CCCl. Cell line: T-47D. Synergy scores: CSS=24.1, Synergy_ZIP=-6.74, Synergy_Bliss=-6.46, Synergy_Loewe=-40.4, Synergy_HSA=-6.01. (5) Drug 1: CC1OCC2C(O1)C(C(C(O2)OC3C4COC(=O)C4C(C5=CC6=C(C=C35)OCO6)C7=CC(=C(C(=C7)OC)O)OC)O)O. Drug 2: C1=NC2=C(N=C(N=C2N1C3C(C(C(O3)CO)O)F)Cl)N. Cell line: SK-MEL-2. Synergy scores: CSS=38.3, Synergy_ZIP=-6.03, Synergy_Bliss=-6.43, Synergy_Loewe=-3.75, Synergy_HSA=-1.54. (6) Drug 1: COC1=C(C=C2C(=C1)N=CN=C2NC3=CC(=C(C=C3)F)Cl)OCCCN4CCOCC4. Drug 2: CC12CCC3C(C1CCC2OP(=O)(O)O)CCC4=C3C=CC(=C4)OC(=O)N(CCCl)CCCl.[Na+]. Cell line: OVCAR3. Synergy scores: CSS=18.3, Synergy_ZIP=-9.36, Synergy_Bliss=-8.10, Synergy_Loewe=-6.24, Synergy_HSA=-5.50. (7) Drug 1: C1=C(C(=O)NC(=O)N1)F. Drug 2: C(=O)(N)NO. Cell line: NCI-H522. Synergy scores: CSS=12.6, Synergy_ZIP=-8.33, Synergy_Bliss=-9.46, Synergy_Loewe=-20.7, Synergy_HSA=-9.29.